Task: Predict the reactants needed to synthesize the given product.. Dataset: Full USPTO retrosynthesis dataset with 1.9M reactions from patents (1976-2016) Given the product [Si:1]([O:18][CH:19]1[C:20]2[C:25](=[N:24][C:23]([CH:29]([O:51][CH3:48])[O:30][CH3:43])=[CH:22][CH:21]=2)[NH:26][CH2:27][CH2:28]1)([C:14]([CH3:17])([CH3:15])[CH3:16])([C:2]1[CH:7]=[CH:6][CH:5]=[CH:4][CH:3]=1)[C:8]1[CH:9]=[CH:10][CH:11]=[CH:12][CH:13]=1, predict the reactants needed to synthesize it. The reactants are: [Si:1]([O:18][CH:19]1[CH2:28][CH2:27][NH:26][C:25]2[N:24]=[C:23]([CH:29]=[O:30])[CH:22]=[CH:21][C:20]1=2)([C:14]([CH3:17])([CH3:16])[CH3:15])([C:8]1[CH:13]=[CH:12][CH:11]=[CH:10][CH:9]=1)[C:2]1[CH:7]=[CH:6][CH:5]=[CH:4][CH:3]=1.C1(C)C=CC(S([O-])(=O)=O)=CC=1.[NH+]1C=CC=C[CH:43]=1.[C:48]([O-:51])(O)=O.[Na+].